The task is: Regression. Given two drug SMILES strings and cell line genomic features, predict the synergy score measuring deviation from expected non-interaction effect.. This data is from NCI-60 drug combinations with 297,098 pairs across 59 cell lines. (1) Drug 1: C1C(C(OC1N2C=NC3=C(N=C(N=C32)Cl)N)CO)O. Drug 2: B(C(CC(C)C)NC(=O)C(CC1=CC=CC=C1)NC(=O)C2=NC=CN=C2)(O)O. Cell line: SN12C. Synergy scores: CSS=58.6, Synergy_ZIP=-3.82, Synergy_Bliss=-5.08, Synergy_Loewe=-10.9, Synergy_HSA=-2.95. (2) Drug 1: C1=CC=C(C=C1)NC(=O)CCCCCCC(=O)NO. Drug 2: CCC1(C2=C(COC1=O)C(=O)N3CC4=CC5=C(C=CC(=C5CN(C)C)O)N=C4C3=C2)O.Cl. Cell line: 786-0. Synergy scores: CSS=20.0, Synergy_ZIP=-0.144, Synergy_Bliss=-1.60, Synergy_Loewe=-15.6, Synergy_HSA=-4.09. (3) Drug 1: C1CC(=O)NC(=O)C1N2C(=O)C3=CC=CC=C3C2=O. Drug 2: C(CN)CNCCSP(=O)(O)O. Cell line: SK-MEL-28. Synergy scores: CSS=0.333, Synergy_ZIP=2.79, Synergy_Bliss=4.33, Synergy_Loewe=0.527, Synergy_HSA=0.509. (4) Drug 1: CC(CN1CC(=O)NC(=O)C1)N2CC(=O)NC(=O)C2. Drug 2: CN1C2=C(C=C(C=C2)N(CCCl)CCCl)N=C1CCCC(=O)O.Cl. Cell line: OVCAR3. Synergy scores: CSS=25.1, Synergy_ZIP=-6.53, Synergy_Bliss=-2.19, Synergy_Loewe=-2.58, Synergy_HSA=-2.86.